The task is: Predict the reaction yield, written as a fraction of the theoretical maximum amount of product (1.0 means a 100% yield; for example, 0.34 means a 34% yield).. This data is from Reaction yield outcomes from USPTO patents with 853,638 reactions. The reactants are [F:1][C:2]1[CH:3]=[CH:4][C:5]([NH:8][NH2:9])=[N:6][CH:7]=1.[CH3:10][C:11]([O:14][C:15]([N:17]1[CH2:21][C@H:20]([C:22](O)=[O:23])[CH2:19][CH2:18]1)=[O:16])([CH3:13])[CH3:12].C1C=CC2N(O)N=NC=2C=1.C(Cl)CCl. The catalyst is C(Cl)Cl.O. The product is [C:11]([O:14][C:15]([N:17]1[CH2:18][CH2:19][C@@H:20]([C:22]([N:8]([C:5]2[CH:4]=[CH:3][C:2]([F:1])=[CH:7][N:6]=2)[NH2:9])=[O:23])[CH2:21]1)=[O:16])([CH3:13])([CH3:12])[CH3:10]. The yield is 0.910.